Dataset: Forward reaction prediction with 1.9M reactions from USPTO patents (1976-2016). Task: Predict the product of the given reaction. (1) Given the reactants [Cl:1][C:2]1[N:7]=[CH:6][C:5]([CH2:8][NH:9][CH:10]=[CH2:11])=[CH:4][CH:3]=1.[CH3:12][S:13][C:14](SC)=[CH:15][N+:16]([O-:18])=[O:17], predict the reaction product. The product is: [Cl:1][C:2]1[N:7]=[CH:6][C:5]([CH2:8][N:9]([CH2:10][CH3:11])[C:14]([S:13][CH3:12])=[CH:15][N+:16]([O-:18])=[O:17])=[CH:4][CH:3]=1. (2) Given the reactants Cl[CH2:2][C:3]([N:5]1[CH2:10][CH2:9][N:8]([C:11]2[CH:16]=[CH:15][C:14]([Cl:17])=[C:13]([O:18][CH3:19])[CH:12]=2)[CH2:7][CH2:6]1)=[O:4].[Cl:20][C:21]1[CH:30]=[CH:29][C:24]2[NH:25][C:26](=[O:28])[O:27][C:23]=2[CH:22]=1.C([O-])([O-])=O.[K+].[K+], predict the reaction product. The product is: [Cl:20][C:21]1[CH:30]=[CH:29][C:24]2[N:25]([CH2:2][C:3]([N:5]3[CH2:10][CH2:9][N:8]([C:11]4[CH:16]=[CH:15][C:14]([Cl:17])=[C:13]([O:18][CH3:19])[CH:12]=4)[CH2:7][CH2:6]3)=[O:4])[C:26](=[O:28])[O:27][C:23]=2[CH:22]=1. (3) Given the reactants [Br:1][C:2]1[CH:7]=[CH:6][C:5]([N:8]2[C:12](=[O:13])[C:11]([Cl:14])=[C:10](Cl)[C:9]2=[O:16])=[CH:4][C:3]=1[Cl:17].[NH:18]1[CH2:23][CH2:22][O:21][CH2:20][CH2:19]1, predict the reaction product. The product is: [Br:1][C:2]1[CH:7]=[CH:6][C:5]([N:8]2[C:9](=[O:16])[C:10]([N:18]3[CH2:23][CH2:22][O:21][CH2:20][CH2:19]3)=[C:11]([Cl:14])[C:12]2=[O:13])=[CH:4][C:3]=1[Cl:17]. (4) The product is: [C:26]([C:25]1[CH:24]=[C:23]([Cl:29])[S:22][C:21]=1[C:18]1[CH:17]=[CH:16][C:15]([C:12]2[CH:13]=[CH:14][C:9]([C:6]3([C:4]([OH:5])=[O:3])[CH2:7][CH2:8]3)=[CH:10][CH:11]=2)=[CH:20][CH:19]=1)(=[O:28])[NH2:27]. Given the reactants C([O:3][C:4]([C:6]1([C:9]2[CH:14]=[CH:13][C:12]([C:15]3[CH:20]=[CH:19][C:18]([C:21]4[S:22][C:23]([Cl:29])=[CH:24][C:25]=4[C:26](=[O:28])[NH2:27])=[CH:17][CH:16]=3)=[CH:11][CH:10]=2)[CH2:8][CH2:7]1)=[O:5])C.[OH-].[Na+].Cl, predict the reaction product. (5) Given the reactants [C:1]1(=[O:16])[N:5]([CH2:6][C@@H:7]([OH:10])[CH2:8][OH:9])[C:4](=[O:11])[C:3]2=[CH:12][CH:13]=[CH:14][CH:15]=[C:2]12.[S:17](Cl)(Cl)=[O:18].N1C=CC=CC=1, predict the reaction product. The product is: [C:4]1(=[O:11])[N:5]([CH2:6][CH:7]2[CH2:8][O:9][S:17](=[O:18])[O:10]2)[C:1](=[O:16])[C:2]2=[CH:15][CH:14]=[CH:13][CH:12]=[C:3]12. (6) Given the reactants [CH2:1]([N:4]([CH2:16][CH2:17][CH3:18])[CH2:5][CH2:6][C:7]1[CH:12]=[CH:11][CH:10]=[CH:9][C:8]=1[CH2:13][C:14]#N)[CH2:2][CH3:3].S(=O)(=O)(O)[OH:20].[OH-:24].[Na+], predict the reaction product. The product is: [CH2:1]([N:4]([CH2:16][CH2:17][CH3:18])[CH2:5][CH2:6][C:7]1[CH:12]=[CH:11][CH:10]=[CH:9][C:8]=1[CH2:13][C:14]([OH:20])=[O:24])[CH2:2][CH3:3]. (7) Given the reactants [CH3:1][N:2]([CH3:8])[CH2:3][CH:4]([OH:7])[CH2:5][OH:6].N1C=CN=C1.[Si:14](Cl)([C:17]([CH3:20])([CH3:19])[CH3:18])([CH3:16])[CH3:15].O, predict the reaction product. The product is: [Si:14]([O:6][CH2:5][CH:4]([OH:7])[CH2:3][N:2]([CH3:8])[CH3:1])([C:17]([CH3:20])([CH3:19])[CH3:18])([CH3:16])[CH3:15]. (8) The product is: [CH2:26]([O:25][C:23](=[O:24])[CH2:22][CH2:21][CH2:20][O:15][C:12]1[CH:13]=[CH:14][C:9]([C:6]2[CH:5]=[CH:4][C:3]([C:1]#[N:2])=[CH:8][CH:7]=2)=[CH:10][CH:11]=1)[CH3:27]. Given the reactants [C:1]([C:3]1[CH:8]=[CH:7][C:6]([C:9]2[CH:14]=[CH:13][C:12]([OH:15])=[CH:11][CH:10]=2)=[CH:5][CH:4]=1)#[N:2].CC#N.Br[CH2:20][CH2:21][CH2:22][C:23]([O:25][CH2:26][CH3:27])=[O:24].C([O-])([O-])=O.[K+].[K+], predict the reaction product. (9) Given the reactants [C:1]1([P:7]([C:11]2[CH:16]=[CH:15][CH:14]=[CH:13][CH:12]=2)[CH2:8][CH2:9][NH2:10])[CH:6]=[CH:5][CH:4]=[CH:3][CH:2]=1.[CH:17](=O)[C:18]1[CH:23]=[CH:22][CH:21]=[CH:20][CH:19]=1, predict the reaction product. The product is: [C:1]1([P:7]([C:11]2[CH:16]=[CH:15][CH:14]=[CH:13][CH:12]=2)[CH2:8][CH2:9][N:10]=[CH:17][C:18]2[CH:23]=[CH:22][CH:21]=[CH:20][CH:19]=2)[CH:2]=[CH:3][CH:4]=[CH:5][CH:6]=1. (10) Given the reactants [CH3:1][CH:2]([S:4]([C:7]1[CH:8]=[C:9]2[C:14](=[CH:15][C:16]=1[O:17][CH3:18])[N:13]=[C:12]([C:19]1[CH:24]=[CH:23][CH:22]=[C:21]([C:25]([F:28])([F:27])[F:26])[CH:20]=1)[C:11]([CH2:29][N:30]1[CH2:35][CH2:34][CH:33]([N:36]3[CH2:41][CH2:40][O:39][CH2:38][CH2:37]3)[CH2:32][CH2:31]1)=[C:10]2[C:42](O)=[O:43])(=[O:6])=[O:5])[CH3:3].[F:45][C:46]([F:56])([F:55])[C@@H:47]([C:49]1[CH:54]=[CH:53][CH:52]=[CH:51][CH:50]=1)[NH2:48].C(N(CC)C(C)C)(C)C.C(P1(=O)OP(=O)(CCC)OP(=O)(CCC)O1)CC, predict the reaction product. The product is: [CH3:3][CH:2]([S:4]([C:7]1[CH:8]=[C:9]2[C:14](=[CH:15][C:16]=1[O:17][CH3:18])[N:13]=[C:12]([C:19]1[CH:24]=[CH:23][CH:22]=[C:21]([C:25]([F:27])([F:28])[F:26])[CH:20]=1)[C:11]([CH2:29][N:30]1[CH2:31][CH2:32][CH:33]([N:36]3[CH2:37][CH2:38][O:39][CH2:40][CH2:41]3)[CH2:34][CH2:35]1)=[C:10]2[C:42]([NH:48][C@H:47]([C:49]1[CH:54]=[CH:53][CH:52]=[CH:51][CH:50]=1)[C:46]([F:55])([F:56])[F:45])=[O:43])(=[O:5])=[O:6])[CH3:1].